From a dataset of Full USPTO retrosynthesis dataset with 1.9M reactions from patents (1976-2016). Predict the reactants needed to synthesize the given product. (1) Given the product [O:31]=[S:25]1(=[O:32])[CH2:30][CH2:29][CH2:28][CH2:27][N:26]1[C:2]1[N:7]=[CH:6][C:5]([C:8]([N:10]2[CH2:15][CH2:14][N:13]([C:16]3[C:21]([CH3:22])=[CH:20][C:19]([CH2:23][CH3:24])=[CH:18][N:17]=3)[CH2:12][CH2:11]2)=[O:9])=[CH:4][CH:3]=1, predict the reactants needed to synthesize it. The reactants are: Br[C:2]1[N:7]=[CH:6][C:5]([C:8]([N:10]2[CH2:15][CH2:14][N:13]([C:16]3[C:21]([CH3:22])=[CH:20][C:19]([CH2:23][CH3:24])=[CH:18][N:17]=3)[CH2:12][CH2:11]2)=[O:9])=[CH:4][CH:3]=1.[S:25]1(=[O:32])(=[O:31])[CH2:30][CH2:29][CH2:28][CH2:27][NH:26]1. (2) Given the product [C:1]([C:5]1[CH:6]=[C:7]2[C:12](=[CH:13][CH:14]=1)[C:11](=[O:15])[N:10]([C:16]1[C:17]([CH2:34][OH:35])=[C:18]([N:22]3[C:30]4[C:25](=[CH:26][CH:27]=[CH:28][CH:29]=4)[C:24]([C:31]([NH2:33])=[O:32])=[CH:23]3)[CH:19]=[CH:20][CH:21]=1)[N:9]=[CH:8]2)([CH3:4])([CH3:2])[CH3:3], predict the reactants needed to synthesize it. The reactants are: [C:1]([C:5]1[CH:6]=[C:7]2[C:12](=[CH:13][CH:14]=1)[C:11](=[O:15])[N:10]([C:16]1[C:17]([CH:34]=[O:35])=[C:18]([N:22]3[C:30]4[C:25](=[CH:26][CH:27]=[CH:28][CH:29]=4)[C:24]([C:31]([NH2:33])=[O:32])=[CH:23]3)[CH:19]=[CH:20][CH:21]=1)[N:9]=[CH:8]2)([CH3:4])([CH3:3])[CH3:2].C(C1C=C2C(=CC=1)C(=O)N(C1C(C=O)=C(N3C4C(=CC=CC=4)C(C#N)=C3)C=CC=1)N=C2)(C)(C)C. (3) Given the product [Br:1][C:2]1[C:3]([F:18])=[CH:4][C:5]2[O:14][CH2:13][CH2:12][N:11]3[C:7](=[N:8][C:9]([I:16])=[CH:10]3)[C:6]=2[CH:17]=1, predict the reactants needed to synthesize it. The reactants are: [Br:1][C:2]1[C:3]([F:18])=[CH:4][C:5]2[O:14][CH2:13][CH2:12][N:11]3[C:7](=[N:8][C:9]([I:16])=[C:10]3I)[C:6]=2[CH:17]=1.C([Mg]Br)C. (4) The reactants are: [Li+].[BH4-].[F:3][C:4]1([F:26])[CH2:8][N:7]([C:9]2[CH:14]=[CH:13][C:12]([N+:15]([O-:17])=[O:16])=[C:11]([C:18]([F:21])([F:20])[F:19])[CH:10]=2)[C@H:6]([C:22](OC)=[O:23])[CH2:5]1. Given the product [F:26][C:4]1([F:3])[CH2:8][N:7]([C:9]2[CH:14]=[CH:13][C:12]([N+:15]([O-:17])=[O:16])=[C:11]([C:18]([F:20])([F:21])[F:19])[CH:10]=2)[C@H:6]([CH2:22][OH:23])[CH2:5]1, predict the reactants needed to synthesize it. (5) Given the product [CH:42]([N:25]([CH2:24][C@H:10]1[C@H:11]([O:13][C:14]2[CH:19]=[CH:18][C:17]([C:20]([F:23])([F:21])[F:22])=[CH:16][CH:15]=2)[CH2:12][NH:8][CH2:9]1)[C:26](=[O:41])[C:27]1[CH:32]=[CH:31][C:30]([O:33][CH3:34])=[C:29]([O:35][CH2:36][CH2:37][CH2:38][O:39][CH3:40])[CH:28]=1)([CH3:44])[CH3:43], predict the reactants needed to synthesize it. The reactants are: C(OC([N:8]1[CH2:12][C@@H:11]([O:13][C:14]2[CH:19]=[CH:18][C:17]([C:20]([F:23])([F:22])[F:21])=[CH:16][CH:15]=2)[C@H:10]([CH2:24][N:25]([CH:42]([CH3:44])[CH3:43])[C:26](=[O:41])[C:27]2[CH:32]=[CH:31][C:30]([O:33][CH3:34])=[C:29]([O:35][CH2:36][CH2:37][CH2:38][O:39][CH3:40])[CH:28]=2)[CH2:9]1)=O)(C)(C)C.Cl.O1CCOCC1. (6) Given the product [C:45]([O:49][C:50]([N:52]1[CH2:57][CH2:56][CH:55]([N:35]2[CH2:34][CH2:33][N:32]3[C:28]([NH:27][S:24]([C:21]4[CH:22]=[CH:23][C:18]([NH:17][C@@H:9]([CH2:40][S:37][C:19]5[CH:20]=[CH:21][CH:22]=[CH:23][CH:18]=5)[CH2:8][CH2:7][N:1]5[CH2:61][CH2:60][O:63][CH2:3][CH2:2]5)=[C:19]([S:37]([C:40]([F:42])([F:41])[F:43])(=[O:39])=[O:38])[CH:20]=4)(=[O:25])=[O:26])=[N:29][N:30]=[C:31]3[CH2:36]2)[CH2:54][CH:53]1[CH3:59])=[O:51])([CH3:48])([CH3:47])[CH3:46], predict the reactants needed to synthesize it. The reactants are: [N:1]1([CH2:7][CH2:8][C@H:9]([N:17](C)[C:18]2[CH:23]=[CH:22][C:21]([S:24]([NH:27][C:28]3[N:32]4[CH2:33][CH2:34][NH:35][CH2:36][C:31]4=[N:30][N:29]=3)(=[O:26])=[O:25])=[CH:20][C:19]=2[S:37]([C:40]([F:43])([F:42])[F:41])(=[O:39])=[O:38])SC2C=CC=CC=2)CCO[CH2:3][CH2:2]1.[C:45]([O:49][C:50]([N:52]1[CH2:57][CH2:56][C:55](=O)[CH2:54][CH:53]1[CH3:59])=[O:51])([CH3:48])([CH3:47])[CH3:46].[C:60]([OH:63])(=O)[CH3:61].C([BH3-])#N.[Na+].